Dataset: Catalyst prediction with 721,799 reactions and 888 catalyst types from USPTO. Task: Predict which catalyst facilitates the given reaction. (1) Reactant: [Si](O[C@@:9]12[C:28](=O)O[C@@H:11]([C@H:12](O[Si](C(C)(C)C)(C)C)[C:13]3[S:14][C:15](I)=[CH:16][C:17]=31)[CH2:10]2)(C(C)(C)C)(C)C.C(Cl)Cl.C([O-])([O-])=O.[K+].[K+].[CH2:39](B1OC(C)(C)C(C)(C)O1)[C:40]1C=CC=CC=1. Product: [CH2:12]([C:13]1[S:14][CH:15]=[CH:16][CH:17]=1)[C:11]1[CH:10]=[CH:9][CH:28]=[CH:40][CH:39]=1.[S:14]1[CH:15]=[CH:16][CH:17]=[CH:13]1. The catalyst class is: 294. (2) Reactant: [O:1]=[C:2]1[C:10](=[O:11])[C:9]2[C:4](=[CH:5][CH:6]=[C:7]([O:12][C:13]([F:16])([F:15])[F:14])[CH:8]=2)[N:3]1[CH:17]([CH2:21][CH:22]([CH3:24])[CH3:23])[C:18](O)=[O:19].[S:25]1[CH:29]=[CH:28][N:27]=[C:26]1[NH2:30].C(N(CC)C(C)C)(C)C.F[P-](F)(F)(F)(F)F.N1(O[P+](N(C)C)(N(C)C)N(C)C)C2C=CC=CC=2N=N1. Product: [S:25]1[CH:29]=[CH:28][N:27]=[C:26]1[NH:30][C:18](=[O:19])[CH:17]([N:3]1[C:4]2[C:9](=[CH:8][C:7]([O:12][C:13]([F:16])([F:15])[F:14])=[CH:6][CH:5]=2)[C:10](=[O:11])[C:2]1=[O:1])[CH2:21][CH:22]([CH3:23])[CH3:24]. The catalyst class is: 42. (3) Reactant: [N:1]1([CH2:7][CH2:8][NH:9][C:10]2[N:15]=[C:14]([C:16]3[CH:17]=[C:18]([C:31]4[N:35](COCC[Si](C)(C)C)[C:34]5[CH:44]=[CH:45][CH:46]=[CH:47][C:33]=5[N:32]=4)[C:19](=[O:30])[N:20](COCC[Si](C)(C)C)[N:21]=3)[CH:13]=[CH:12][N:11]=2)[CH2:6][CH2:5][O:4][CH2:3][CH2:2]1. Product: [NH:35]1[C:34]2[CH:44]=[CH:45][CH:46]=[CH:47][C:33]=2[N:32]=[C:31]1[C:18]1[C:19](=[O:30])[NH:20][N:21]=[C:16]([C:14]2[CH:13]=[CH:12][N:11]=[C:10]([NH:9][CH2:8][CH2:7][N:1]3[CH2:6][CH2:5][O:4][CH2:3][CH2:2]3)[N:15]=2)[CH:17]=1. The catalyst class is: 281. (4) Reactant: [CH2:1]([C@@:5]1([C:21]([O:23]C(C)(C)C)=[O:22])[CH2:9][C@H:8]([C:10]2[N:14]=[C:13]([CH3:15])[O:12][N:11]=2)[C@H:7]([C:16]2[S:17][CH:18]=[CH:19][N:20]=2)[NH:6]1)[CH:2]([CH3:4])[CH3:3].[CH3:28][O:29][C:30]1[CH:31]=[C:32]([CH:36]=[CH:37][C:38]=1[C:39]([CH3:42])([CH3:41])[CH3:40])[C:33](Cl)=[O:34].FC(F)(F)C(O)=O. Product: [CH2:1]([C@@:5]1([C:21]([OH:23])=[O:22])[CH2:9][C@H:8]([C:10]2[N:14]=[C:13]([CH3:15])[O:12][N:11]=2)[C@H:7]([C:16]2[S:17][CH:18]=[CH:19][N:20]=2)[N:6]1[C:33](=[O:34])[C:32]1[CH:36]=[CH:37][C:38]([C:39]([CH3:40])([CH3:41])[CH3:42])=[C:30]([O:29][CH3:28])[CH:31]=1)[CH:2]([CH3:3])[CH3:4]. The catalyst class is: 27. (5) Product: [C:58]([C:57]([CH3:61])([CH3:60])[C:55]1[S:56][C:52]([NH:51][C:3](=[O:5])[C:2]([CH3:1])([N:7]([CH3:15])[CH2:8][CH:9]2[CH2:14][CH2:13][O:12][CH2:11][CH2:10]2)[CH3:6])=[N:53][N:54]=1)#[N:59]. Reactant: [CH3:1][C:2]([N:7]([CH3:15])[CH2:8][CH:9]1[CH2:14][CH2:13][O:12][CH2:11][CH2:10]1)([CH3:6])[C:3]([OH:5])=O.CCN(C(C)C)C(C)C.CN(C(ON1N=NC2C=CC=NC1=2)=[N+](C)C)C.F[P-](F)(F)(F)(F)F.[H-].[Na+].[NH2:51][C:52]1[S:56][C:55]([C:57]([CH3:61])([CH3:60])[C:58]#[N:59])=[N:54][N:53]=1. The catalyst class is: 3. (6) Reactant: C(O)(=O)C.O.[NH2:6]N.C[N:9]([CH:11]=[C:12]1[C:17](=O)[CH2:16][C:15]([CH3:20])([CH3:19])[CH2:14][C:13]1=[O:21])C. Product: [CH3:19][C:15]1([CH3:20])[CH2:16][C:17]2[NH:6][N:9]=[CH:11][C:12]=2[C:13](=[O:21])[CH2:14]1. The catalyst class is: 51. (7) Reactant: [Br:1][C:2]1[N:7]=[C:6]([CH:8]=O)[CH:5]=[CH:4][CH:3]=1.[CH3:10][CH:11]1[CH2:16][CH2:15][NH:14][CH2:13][CH2:12]1. The catalyst class is: 2. Product: [Br:1][C:2]1[CH:3]=[CH:4][CH:5]=[C:6]([CH2:8][N:14]2[CH2:15][CH2:16][CH:11]([CH3:10])[CH2:12][CH2:13]2)[N:7]=1.